This data is from Catalyst prediction with 721,799 reactions and 888 catalyst types from USPTO. The task is: Predict which catalyst facilitates the given reaction. (1) Reactant: Cl.[NH2:2][C@H:3]([C:6]([OH:8])=[O:7])[CH2:4][SH:5].C([O-])(=O)C.[K+].CO.[O:16]1[CH:20]=[CH:19][N:18]=[C:17]1[CH:21]=O. Product: [O:16]1[CH:20]=[CH:19][N:18]=[C:17]1[C@@H:21]1[NH:2][CH:3]([C:6]([OH:8])=[O:7])[CH2:4][S:5]1. The catalyst class is: 6. (2) Reactant: Br.[CH3:2][C:3]1[CH:8]=[C:7]([C:9]2[S:13][C:12]([NH2:14])=[N:11][C:10]=2[CH3:15])[CH:6]=[C:5]([CH3:16])[N:4]=1.C[O-].[Na+]. The catalyst class is: 5. Product: [CH3:2][C:3]1[CH:8]=[C:7]([C:9]2[S:13][C:12]([NH2:14])=[N:11][C:10]=2[CH3:15])[CH:6]=[C:5]([CH3:16])[N:4]=1. (3) Product: [NH:1]1[C:9]2[C:4](=[CH:5][CH:6]=[CH:7][CH:8]=2)[C:3](/[CH:10]=[C:11]2\[O:12][C:13]3[C:20]([CH2:21][CH2:22][CH:23]4[CH2:24][CH2:25][NH:26][CH2:27][CH2:28]4)=[C:19]([O:36][CH3:37])[CH:18]=[CH:17][C:14]=3[C:15]\2=[O:16])=[N:2]1. Reactant: [NH:1]1[C:9]2[C:4](=[CH:5][CH:6]=[CH:7][CH:8]=2)[C:3](/[CH:10]=[C:11]2\[O:12][C:13]3[C:20]([CH2:21][CH2:22][CH:23]4[CH2:28][CH2:27][N:26](C(OC(C)(C)C)=O)[CH2:25][CH2:24]4)=[C:19]([O:36][CH3:37])[CH:18]=[CH:17][C:14]=3[C:15]\2=[O:16])=[N:2]1.Cl. The catalyst class is: 135. (4) Reactant: [CH2:1]([O:8][CH2:9][C:10]([NH:12][C:13]1[C:17]2[CH:18]=[N:19][C:20](Cl)=[CH:21][C:16]=2[N:15]([CH:23]([CH3:25])[CH3:24])[CH:14]=1)=[O:11])[C:2]1[CH:7]=[CH:6][CH:5]=[CH:4][CH:3]=1.[CH:26]1([S:29]([N:32]2[CH:36]=[C:35]([C:37]3[N:42]=[C:41]([NH2:43])[CH:40]=[CH:39][N:38]=3)[CH:34]=[N:33]2)(=[O:31])=[O:30])[CH2:28][CH2:27]1.C1(P(C2CCCCC2)C2C=CC=CC=2C2C(C(C)C)=CC(C(C)C)=CC=2C(C)C)CCCCC1.C(=O)([O-])[O-].[Cs+].[Cs+]. Product: [CH2:1]([O:8][CH2:9][C:10]([NH:12][C:13]1[C:17]2[CH:18]=[N:19][C:20]([NH:43][C:41]3[CH:40]=[CH:39][N:38]=[C:37]([C:35]4[CH:34]=[N:33][N:32]([S:29]([CH:26]5[CH2:28][CH2:27]5)(=[O:31])=[O:30])[CH:36]=4)[N:42]=3)=[CH:21][C:16]=2[N:15]([CH:23]([CH3:25])[CH3:24])[CH:14]=1)=[O:11])[C:2]1[CH:7]=[CH:6][CH:5]=[CH:4][CH:3]=1. The catalyst class is: 102. (5) Reactant: [NH2:1][C:2]1[CH:3]=[C:4]2[C:8](=[CH:9][CH:10]=1)[NH:7][CH:6]=[CH:5]2.Cl.Cl[CH2:13][CH2:14][NH:15][CH2:16][CH2:17]Cl.C(N(CC)CC)C. Product: [N:1]1([C:2]2[CH:3]=[C:4]3[C:8](=[CH:9][CH:10]=2)[NH:7][CH:6]=[CH:5]3)[CH2:17][CH2:16][NH:15][CH2:14][CH2:13]1. The catalyst class is: 51.